From a dataset of Catalyst prediction with 721,799 reactions and 888 catalyst types from USPTO. Predict which catalyst facilitates the given reaction. (1) The catalyst class is: 9. Reactant: Cl[C:2]1[C:7]([C:8]#[N:9])=[N:6][CH:5]=[CH:4][N:3]=1.Cl.[CH2:11]1[C:17]2[CH:18]=[CH:19][CH:20]=[CH:21][C:16]=2[CH2:15][CH2:14][NH:13][CH2:12]1.C(N(C(C)C)C(C)C)C. Product: [CH2:15]1[C:16]2[CH:21]=[CH:20][CH:19]=[CH:18][C:17]=2[CH2:11][CH2:12][N:13]([C:2]2[C:7]([C:8]#[N:9])=[N:6][CH:5]=[CH:4][N:3]=2)[CH2:14]1. (2) Reactant: [CH3:1][C:2]([C:4]1[CH:9]=[C:8]([O:10][CH3:11])[CH:7]=[C:6]([O:12][CH3:13])[CH:5]=1)=[O:3].[C:14]([O:18][C:19]1[CH:26]=[CH:25][C:22]([CH:23]=O)=[CH:21][CH:20]=1)([CH3:17])([CH3:16])[CH3:15].[OH-].[Na+]. Product: [C:14]([O:18][C:19]1[CH:20]=[CH:21][C:22](/[CH:23]=[CH:1]/[C:2]([C:4]2[CH:5]=[C:6]([O:12][CH3:13])[CH:7]=[C:8]([O:10][CH3:11])[CH:9]=2)=[O:3])=[CH:25][CH:26]=1)([CH3:17])([CH3:16])[CH3:15]. The catalyst class is: 5. (3) Reactant: C[Si](Cl)(C)C.[CH2:6]([O:13][C:14]1[CH:21]=[C:20]([O:22][CH:23]2[CH2:28][CH2:27][CH2:26][CH2:25][O:24]2)[CH:19]=[C:18]([B:29]2[O:33]C(C)(C)[C:31]([CH3:37])(C)[O:30]2)[C:15]=1C=O)[C:7]1[CH:12]=[CH:11][CH:10]=[CH:9][CH:8]=1. Product: [CH2:20]([O:22][C:23](=[O:24])[CH2:37][CH:31]1[O:30][B:29]([OH:33])[C:18]2[CH:19]=[C:20]([O:22][CH:23]3[CH2:28][CH2:27][CH2:26][CH2:25][O:24]3)[CH:21]=[C:14]([O:13][CH2:6][C:7]3[CH:8]=[CH:9][CH:10]=[CH:11][CH:12]=3)[C:15]1=2)[CH3:19]. The catalyst class is: 324. (4) Reactant: [CH2:1]([C:3]1[S:4][C:5]([CH3:10])=[C:6]([CH2:8]O)[N:7]=1)[CH3:2].S(Cl)([Cl:13])=O. Product: [Cl:13][CH2:8][C:6]1[N:7]=[C:3]([CH2:1][CH3:2])[S:4][C:5]=1[CH3:10]. The catalyst class is: 11. (5) Reactant: C(OC([N:11]1[CH2:16][CH2:15][N:14]([CH:17]2[CH2:21][CH2:20][N:19]([C:22]3[C:23]([F:40])=[CH:24][N:25]4[C:30]([C:31]=3[CH3:32])=[C:29]([CH:33]3[CH2:35][CH2:34]3)[CH:28]=[C:27]([C:36]([OH:38])=[O:37])[C:26]4=[O:39])[CH2:18]2)[CH2:13][CH2:12]1)=O)C1C=CC=CC=1. Product: [CH:33]1([C:29]2[CH:28]=[C:27]([C:36]([OH:38])=[O:37])[C:26](=[O:39])[N:25]3[C:30]=2[C:31]([CH3:32])=[C:22]([N:19]2[CH2:20][CH2:21][CH:17]([N:14]4[CH2:15][CH2:16][NH:11][CH2:12][CH2:13]4)[CH2:18]2)[C:23]([F:40])=[CH:24]3)[CH2:34][CH2:35]1. The catalyst class is: 29. (6) Reactant: [C@H:1]1([NH:10][C:11]([N:13]2[C:21](=[O:22])[C:20]3[C:15](=[N:16][C:17]([Cl:24])=[CH:18][C:19]=3[CH3:23])[NH:14]2)=[O:12])[C:9]2[C:4](=[CH:5][CH:6]=[CH:7][CH:8]=2)[CH2:3][CH2:2]1.IC.[CH2:27](N(CC)CC)C. Product: [C@H:1]1([NH:10][C:11]([N:13]2[C:21](=[O:22])[C:20]3[C:15](=[N:16][C:17]([Cl:24])=[CH:18][C:19]=3[CH3:23])[N:14]2[CH3:27])=[O:12])[C:9]2[C:4](=[CH:5][CH:6]=[CH:7][CH:8]=2)[CH2:3][CH2:2]1. The catalyst class is: 3. (7) Reactant: C[O:2][C:3]([C:5]1[CH:14]=[CH:13][C:12]2[C:7](=[CH:8][CH:9]=[C:10]([O:48][CH3:49])[C:11]=2[CH2:15][N:16]2[C:22](=[O:23])[C@@H:21]([NH:24][C:25](=[O:37])[C@@H:26]([N:28]([C:30]([O:32][C:33]([CH3:36])([CH3:35])[CH3:34])=[O:31])[CH3:29])[CH3:27])[CH2:20][N:19]([C:38](=[O:43])[CH2:39][CH2:40][CH2:41][NH2:42])[C:18]3[CH:44]=[CH:45][CH:46]=[CH:47][C:17]2=3)[CH:6]=1)=[O:4].[Li+].[OH-].Cl. Product: [NH2:42][CH2:41][CH2:40][CH2:39][C:38]([N:19]1[CH2:20][C@H:21]([NH:24][C:25](=[O:37])[C@@H:26]([N:28]([C:30]([O:32][C:33]([CH3:36])([CH3:35])[CH3:34])=[O:31])[CH3:29])[CH3:27])[C:22](=[O:23])[N:16]([CH2:15][C:11]2[C:10]([O:48][CH3:49])=[CH:9][CH:8]=[C:7]3[C:12]=2[CH:13]=[CH:14][C:5]([C:3]([OH:4])=[O:2])=[CH:6]3)[C:17]2[CH:47]=[CH:46][CH:45]=[CH:44][C:18]1=2)=[O:43]. The catalyst class is: 5.